This data is from Full USPTO retrosynthesis dataset with 1.9M reactions from patents (1976-2016). The task is: Predict the reactants needed to synthesize the given product. (1) Given the product [Cl:1][C:2]1[CH:3]=[CH:4][C:5]([C:8]2[C:12]([CH3:13])=[CH:11][NH:10][C:9]=2[C:14]([N:26]2[CH2:31][CH2:30][O:29][CH2:28][CH2:27]2)=[O:16])=[CH:6][CH:7]=1, predict the reactants needed to synthesize it. The reactants are: [Cl:1][C:2]1[CH:7]=[CH:6][C:5]([C:8]2[C:12]([CH3:13])=[CH:11][NH:10][C:9]=2[C:14]([OH:16])=O)=[CH:4][CH:3]=1.CCN(C(C)C)C(C)C.[NH:26]1[CH2:31][CH2:30][O:29][CH2:28][CH2:27]1.C1C=NC2N(O)N=NC=2C=1.CCN=C=NCCCN(C)C. (2) Given the product [NH2:20][CH:5]([CH2:6][C:7]1[C:15]2[C:10](=[C:11]([C:16]([F:19])([F:18])[F:17])[CH:12]=[CH:13][CH:14]=2)[NH:9][N:8]=1)[CH2:4][OH:3], predict the reactants needed to synthesize it. The reactants are: C([O:3][C:4](=O)[CH:5]([NH2:20])[CH2:6][C:7]1[C:15]2[C:10](=[C:11]([C:16]([F:19])([F:18])[F:17])[CH:12]=[CH:13][CH:14]=2)[NH:9][N:8]=1)C.[BH4-].[Li+].